This data is from CYP2C9 inhibition data for predicting drug metabolism from PubChem BioAssay. The task is: Regression/Classification. Given a drug SMILES string, predict its absorption, distribution, metabolism, or excretion properties. Task type varies by dataset: regression for continuous measurements (e.g., permeability, clearance, half-life) or binary classification for categorical outcomes (e.g., BBB penetration, CYP inhibition). Dataset: cyp2c9_veith. (1) The drug is COCCNc1nc(-c2ccoc2)nc2ccccc12. The result is 0 (non-inhibitor). (2) The drug is CCCCCCCCCC(=O)O[C@H](CC(=O)O)C[N+](C)(C)C. The result is 0 (non-inhibitor). (3) The drug is Cc1o[nH]c(=O)c1C[C@@H](N)C(=O)O. The result is 0 (non-inhibitor). (4) The drug is O=C1C2=CC[C@H]3C(=O)N(c4cccc(Oc5ccccc5)c4)C(=O)[C@@H]3[C@@H]2[C@H](O)[C@@H]2O[C@H]12. The result is 0 (non-inhibitor). (5) The drug is C/C(CC(=O)NC1CCCC1)=N\NC(=O)Cc1cccs1. The result is 0 (non-inhibitor). (6) The drug is CN(C)C(=O)C1CCN(Cc2c[nH]c3ccccc23)CC1. The result is 0 (non-inhibitor). (7) The molecule is CC(SCc1cn2cc(Cl)ccc2n1)C(=O)O. The result is 0 (non-inhibitor).